From a dataset of Reaction yield outcomes from USPTO patents with 853,638 reactions. Predict the reaction yield, written as a fraction of the theoretical maximum amount of product (1.0 means a 100% yield; for example, 0.34 means a 34% yield). (1) The reactants are [H-].[Na+].[C:3](=O)([O:6]C)[O:4][CH3:5].[C:9]([O:13][C:14]([N:16]1[CH:21]2[CH2:22][CH2:23][CH:17]1[CH2:18][C:19](=[O:24])[CH2:20]2)=[O:15])([CH3:12])([CH3:11])[CH3:10].[NH4+].[Cl-]. The catalyst is C1CCCCC1.CO. The product is [CH3:5][O:4][C:3]([C:20]1[C@@H:21]2[N:16]([C:14]([O:13][C:9]([CH3:12])([CH3:10])[CH3:11])=[O:15])[C@H:17]([CH2:18][C:19]=1[OH:24])[CH2:23][CH2:22]2)=[O:6]. The yield is 0.930. (2) The reactants are [CH2:1]([O:5][C:6]1[CH:11]=[CH:10][C:9]([CH2:12][CH2:13][CH2:14][OH:15])=[C:8]([O:16][C:17]2[C:22]([Cl:23])=[CH:21][C:20]([C:24]([F:27])([F:26])[F:25])=[CH:19][N:18]=2)[CH:7]=1)[CH2:2][CH2:3][CH3:4].Cl[S:29]([N:32]=[C:33]=[O:34])(=[O:31])=[O:30].N1C=CC=CC=1.[CH:41]([O:44][CH2:45][CH2:46][NH2:47])([CH3:43])[CH3:42]. The catalyst is C1(C)C=CC=CC=1.O. The product is [CH:41]([O:44][CH2:45][CH2:46][NH:47][S:29]([NH:32][C:33](=[O:34])[O:15][CH2:14][CH2:13][CH2:12][C:9]1[CH:10]=[CH:11][C:6]([O:5][CH2:1][CH2:2][CH2:3][CH3:4])=[CH:7][C:8]=1[O:16][C:17]1[C:22]([Cl:23])=[CH:21][C:20]([C:24]([F:27])([F:26])[F:25])=[CH:19][N:18]=1)(=[O:31])=[O:30])([CH3:43])[CH3:42]. The yield is 0.610. (3) The reactants are [CH3:1][O:2][C:3]1[CH:8]=[CH:7][CH:6]=[C:5]([CH3:9])[N:4]=1.[Li]CCCC.CN(P(N(C)C)(N(C)C)=O)C.C=O.[Br:28]Br.COC1N=C(C[CH2:39][OH:40])C=CC=1.C([O-])(O)=O.[Na+].BrC1C(CCO)=NC(OC)=CC=1.CCN(CC)CC.[CH3:65][S:66](Cl)(=[O:68])=[O:67]. The catalyst is C1COCC1.C(Cl)Cl.CCOC(C)=O.CO. The product is [Br:28][C:6]1[C:5]([CH2:9][CH2:39][O:40][S:66]([CH3:65])(=[O:68])=[O:67])=[N:4][C:3]([O:2][CH3:1])=[CH:8][CH:7]=1. The yield is 0.990. (4) The reactants are Cl[C:2]([O:4][CH2:5][CH2:6][CH:7]([CH3:9])[CH3:8])=[O:3].[OH:10][C:11]1[CH:18]=[CH:17][C:14]([CH:15]=[O:16])=[CH:13][CH:12]=1. No catalyst specified. The product is [C:2](=[O:3])([O:4][CH2:5][CH2:6][CH:7]([CH3:9])[CH3:8])[O:10][C:11]1[CH:18]=[CH:17][C:14]([CH:15]=[O:16])=[CH:13][CH:12]=1. The yield is 0.670. (5) The reactants are [CH3:1][N:2]([CH3:25])[C:3]1[CH:4]=[C:5]([CH:10]2[C:19]([CH3:21])([CH3:20])[CH2:18][C:17]3[C:12](=[CH:13][CH:14]=[C:15]([C:22]([OH:24])=O)[CH:16]=3)[NH:11]2)[CH:6]=[C:7]([F:9])[CH:8]=1.Cl.CN(C)CCCN=C=NCC.[CH3:38][S:39]([NH2:42])(=[O:41])=[O:40]. The catalyst is CN(C)C1C=CN=CC=1.ClCCl. The product is [CH3:25][N:2]([CH3:1])[C:3]1[CH:4]=[C:5]([CH:10]2[C:19]([CH3:21])([CH3:20])[CH2:18][C:17]3[C:12](=[CH:13][CH:14]=[C:15]([C:22]([NH:42][S:39]([CH3:38])(=[O:41])=[O:40])=[O:24])[CH:16]=3)[NH:11]2)[CH:6]=[C:7]([F:9])[CH:8]=1. The yield is 0.420. (6) The reactants are [OH-].[K+].[Cl:3][C:4]12[C:15]([O:18][CH3:19])([O:16][CH3:17])[C:10]([Cl:20])([C:11]([Cl:14])=[C:12]1[Cl:13])[CH:9]1[CH:5]2[O:6]C(=O)[O:8]1. The catalyst is O.C1COCC1.Cl. The product is [Cl:3][C:4]12[C:15]([O:16][CH3:17])([O:18][CH3:19])[C:10]([Cl:20])([C:11]([Cl:14])=[C:12]1[Cl:13])[CH:9]([OH:8])[CH:5]2[OH:6]. The yield is 0.780. (7) The reactants are Cl[C:2]1[CH:3]=[CH:4][C:5]2[C:6](=[O:20])[N:7]([CH3:19])[CH2:8][CH:9]([C:13]3[CH:18]=[CH:17][CH:16]=[CH:15][CH:14]=3)[O:10][C:11]=2[N:12]=1.[CH3:21][C:22]1[N:26]=[C:25]([C:27]2[CH:33]=[CH:32][C:30]([NH2:31])=[CH:29][CH:28]=2)[O:24][N:23]=1.C1(C2C=CC=CC=2)C=CC=CC=1P(C1CCCCC1)C1CCCCC1.C([O-])([O-])=O.[Cs+].[Cs+]. The catalyst is COCCOC.CC([O-])=O.CC([O-])=O.[Pd+2]. The product is [CH3:19][N:7]1[C:6](=[O:20])[C:5]2[CH:4]=[CH:3][C:2]([NH:31][C:30]3[CH:29]=[CH:28][C:27]([C:25]4[O:24][N:23]=[C:22]([CH3:21])[N:26]=4)=[CH:33][CH:32]=3)=[N:12][C:11]=2[O:10][CH:9]([C:13]2[CH:18]=[CH:17][CH:16]=[CH:15][CH:14]=2)[CH2:8]1. The yield is 0.190. (8) The reactants are [O:1]1[CH2:6][CH2:5][CH:4]([N:7]2[CH:11]=[C:10]([NH2:12])[CH:9]=[N:8]2)[CH2:3][CH2:2]1.I[C:14]1[N:32]=[C:17]2[CH:18]=[CH:19][CH:20]=[C:21]([C:22]3[CH:27]=[CH:26][CH:25]=[C:24]([S:28]([CH3:31])(=[O:30])=[O:29])[CH:23]=3)[N:16]2[N:15]=1.C1(P(C2C=CC=CC=2)C2C3OC4C(=CC=CC=4P(C4C=CC=CC=4)C4C=CC=CC=4)C(C)(C)C=3C=CC=2)C=CC=CC=1.CC(C)([O-])C.[Na+]. The catalyst is O1CCOCC1.C1C=CC(/C=C/C(/C=C/C2C=CC=CC=2)=O)=CC=1.C1C=CC(/C=C/C(/C=C/C2C=CC=CC=2)=O)=CC=1.C1C=CC(/C=C/C(/C=C/C2C=CC=CC=2)=O)=CC=1.[Pd].[Pd]. The product is [CH3:31][S:28]([C:24]1[CH:23]=[C:22]([C:21]2[N:16]3[N:15]=[C:14]([NH:12][C:10]4[CH:9]=[N:8][N:7]([CH:4]5[CH2:3][CH2:2][O:1][CH2:6][CH2:5]5)[CH:11]=4)[N:32]=[C:17]3[CH:18]=[CH:19][CH:20]=2)[CH:27]=[CH:26][CH:25]=1)(=[O:29])=[O:30]. The yield is 0.110. (9) The reactants are [CH2:1]([CH:4]1[CH2:9][CH2:8][CH:7]([C:10]([OH:12])=[O:11])[CH2:6][CH2:5]1)[C:2]#[CH:3].[CH2:13](Cl)Cl.CO.[Si](C=[N+]=[N-])(C)(C)C. The catalyst is C(O)(=O)C. The product is [CH2:1]([CH:4]1[CH2:9][CH2:8][CH:7]([C:10]([O:12][CH3:13])=[O:11])[CH2:6][CH2:5]1)[C:2]#[CH:3]. The yield is 0.800.